Dataset: Catalyst prediction with 721,799 reactions and 888 catalyst types from USPTO. Task: Predict which catalyst facilitates the given reaction. (1) Product: [C:24]([Si:21]([CH3:23])([CH3:22])[O:20][C:17]1[CH:18]=[CH:19][C:14]([C:11]2[C:10]([C:28]3[CH:33]=[CH:32][CH:31]=[CH:30][CH:29]=3)=[C:9]([C:6]3([C:4](=[O:5])[CH3:35])[CH2:7][CH2:8]3)[O:13][N:12]=2)=[CH:15][CH:16]=1)([CH3:27])([CH3:26])[CH3:25]. Reactant: CON(C)[C:4]([C:6]1([C:9]2[O:13][N:12]=[C:11]([C:14]3[CH:19]=[CH:18][C:17]([O:20][Si:21]([C:24]([CH3:27])([CH3:26])[CH3:25])([CH3:23])[CH3:22])=[CH:16][CH:15]=3)[C:10]=2[C:28]2[CH:33]=[CH:32][CH:31]=[CH:30][CH:29]=2)[CH2:8][CH2:7]1)=[O:5].[CH3:35][Mg]Br.[Cl-].[NH4+].O. The catalyst class is: 165. (2) Reactant: [CH2:1]([O:3][C:4]([C:6]1[C:7]([CH3:20])=[C:8]([C:13]([O:15][C:16]([CH3:19])([CH3:18])[CH3:17])=[O:14])[NH:9][C:10]=1[CH:11]=O)=[O:5])[CH3:2].[C:21]([CH:26]=P(C1C=CC=CC=1)(C1C=CC=CC=1)C1C=CC=CC=1)([O:23][CH2:24][CH3:25])=[O:22]. Product: [CH2:1]([O:3][C:4]([C:6]1[C:7]([CH3:20])=[C:8]([C:13]([O:15][C:16]([CH3:19])([CH3:18])[CH3:17])=[O:14])[NH:9][C:10]=1[CH:11]=[CH:26][C:21]([O:23][CH2:24][CH3:25])=[O:22])=[O:5])[CH3:2]. The catalyst class is: 7. (3) Reactant: C1N=CN(C(N2C=NC=C2)=O)C=1.[C:13](O)(=[O:16])[C:14]#[CH:15].[C:18]([O:21][CH2:22][CH2:23][C:24]1[CH:29]=[CH:28][C:27]([NH:30][C:31](=[NH:43])[CH2:32][C:33]([C:35]2[CH:40]=[CH:39][C:38]([F:41])=[CH:37][C:36]=2[F:42])=[O:34])=[CH:26][CH:25]=1)(=[O:20])[CH3:19]. Product: [C:18]([O:21][CH2:22][CH2:23][C:24]1[CH:25]=[CH:26][C:27]([N:30]2[C:31]([NH2:43])=[C:32]([C:33](=[O:34])[C:35]3[CH:40]=[CH:39][C:38]([F:41])=[CH:37][C:36]=3[F:42])[CH:15]=[CH:14][C:13]2=[O:16])=[CH:28][CH:29]=1)(=[O:20])[CH3:19]. The catalyst class is: 1. (4) Reactant: [NH2:1][CH2:2][CH2:3][CH2:4][N:5]1[CH2:10][CH2:9][O:8][CH2:7][CH2:6]1.C([N:14]1[C:22]2[C:17](=[CH:18][C:19]([C:23](Cl)=[O:24])=[CH:20][CH:21]=2)[C:16]([C:26]2[CH:31]=[CH:30][C:29]([F:32])=[CH:28][CH:27]=2)=[N:15]1)(=O)C. Product: [F:32][C:29]1[CH:28]=[CH:27][C:26]([C:16]2[C:17]3[C:22](=[CH:21][CH:20]=[C:19]([C:23]([NH:1][CH2:2][CH2:3][CH2:4][N:5]4[CH2:10][CH2:9][O:8][CH2:7][CH2:6]4)=[O:24])[CH:18]=3)[NH:14][N:15]=2)=[CH:31][CH:30]=1. The catalyst class is: 17. (5) Reactant: [Cl:1][C:2]1[CH:6]=[CH:5][S:4][C:3]=1[C:7]1[N:11]2[N:12]=[C:13]([CH3:21])[CH:14]=[C:15]([CH:16]([CH2:19][CH3:20])[CH2:17][CH3:18])[C:10]2=[N:9][C:8]=1[CH3:22].C1C(=O)N([I:30])C(=O)C1. Product: [Cl:1][C:2]1[CH:6]=[C:5]([I:30])[S:4][C:3]=1[C:7]1[N:11]2[N:12]=[C:13]([CH3:21])[CH:14]=[C:15]([CH:16]([CH2:17][CH3:18])[CH2:19][CH3:20])[C:10]2=[N:9][C:8]=1[CH3:22]. The catalyst class is: 23. (6) Reactant: [NH2:1][C@H:2]1[CH2:6][CH2:5][N:4]([CH:7]2[CH2:12][CH2:11][N:10]([C:13]([O:15][C:16]([CH3:19])([CH3:18])[CH3:17])=[O:14])[CH2:9][C:8]2([CH3:21])[CH3:20])[C:3]1=[O:22].F[C:24]1[CH:29]=[CH:28][C:27]([S:30]([CH3:33])(=[O:32])=[O:31])=[CH:26][C:25]=1[F:34].C([O-])([O-])=O.[Na+].[Na+]. Product: [F:34][C:25]1[CH:26]=[C:27]([S:30]([CH3:33])(=[O:32])=[O:31])[CH:28]=[CH:29][C:24]=1[NH:1][C@H:2]1[CH2:6][CH2:5][N:4]([CH:7]2[CH2:12][CH2:11][N:10]([C:13]([O:15][C:16]([CH3:17])([CH3:19])[CH3:18])=[O:14])[CH2:9][C:8]2([CH3:21])[CH3:20])[C:3]1=[O:22]. The catalyst class is: 16.